Dataset: Reaction yield outcomes from USPTO patents with 853,638 reactions. Task: Predict the reaction yield, written as a fraction of the theoretical maximum amount of product (1.0 means a 100% yield; for example, 0.34 means a 34% yield). (1) The reactants are [S:1]1[C:5]2[CH:6]=[CH:7][CH:8]=[CH:9][C:4]=2[N:3]=[C:2]1[O:10][C:11]1[CH:28]=[CH:27][C:14]([O:15][CH2:16][CH2:17][N:18]2[CH2:23][CH2:22][CH:21]([C:24]([NH2:26])=[O:25])[CH2:20][CH2:19]2)=[CH:13][CH:12]=1.[H-].[Na+].[CH:31]([S:34](Cl)(=[O:36])=[O:35])([CH3:33])[CH3:32]. The catalyst is C1COCC1. The product is [S:1]1[C:5]2[CH:6]=[CH:7][CH:8]=[CH:9][C:4]=2[N:3]=[C:2]1[O:10][C:11]1[CH:12]=[CH:13][C:14]([O:15][CH2:16][CH2:17][N:18]2[CH2:23][CH2:22][CH:21]([C:24]([NH:26][S:34]([CH:31]([CH3:33])[CH3:32])(=[O:36])=[O:35])=[O:25])[CH2:20][CH2:19]2)=[CH:27][CH:28]=1. The yield is 0.180. (2) The reactants are [N+:1]([C:4]1[CH:28]=[CH:27][C:26]([N:29]2[CH2:34][CH2:33][CH2:32][CH2:31][CH2:30]2)=[CH:25][C:5]=1[C:6]([NH:8][C:9]1[CH:10]=[N:11][C:12]([C:15]2[CH:20]=[CH:19][CH:18]=[C:17]([C:21]([F:24])([F:23])[F:22])[CH:16]=2)=[N:13][CH:14]=1)=[O:7])([O-])=O.CO. The catalyst is [Pd].C(OCC)(=O)C. The product is [NH2:1][C:4]1[CH:28]=[CH:27][C:26]([N:29]2[CH2:34][CH2:33][CH2:32][CH2:31][CH2:30]2)=[CH:25][C:5]=1[C:6]([NH:8][C:9]1[CH:10]=[N:11][C:12]([C:15]2[CH:20]=[CH:19][CH:18]=[C:17]([C:21]([F:23])([F:24])[F:22])[CH:16]=2)=[N:13][CH:14]=1)=[O:7]. The yield is 0.980. (3) The reactants are [CH3:1][C:2]1[C:14]2[NH:13][C:12]3[C:7](=[CH:8][CH:9]=[C:10]([OH:15])[CH:11]=3)[C:6]=2[CH:5]=[CH:4][N:3]=1.Br[CH2:17][CH2:18][CH:19]([CH3:21])[CH3:20]. No catalyst specified. The product is [CH3:1][C:2]1[C:14]2[N:13]([CH2:17][CH2:18][CH:19]([CH3:21])[CH3:20])[C:12]3[C:7](=[CH:8][CH:9]=[C:10]([O:15][CH2:4][CH2:5][CH:6]([CH3:7])[CH3:14])[CH:11]=3)[C:6]=2[CH:5]=[CH:4][N:3]=1. The yield is 0.690. (4) The reactants are [NH2:1][C:2]1[S:3][C:4]([CH2:11][CH3:12])=[CH:5][C:6]=1[C:7]([O:9]C)=O.[N:13]([CH2:16][CH2:17][CH2:18][CH3:19])=[C:14]=[O:15].[H-].[Na+].Cl. The catalyst is O.O1CCCC1. The product is [CH2:16]([N:13]1[C:7](=[O:9])[C:6]2[CH:5]=[C:4]([CH2:11][CH3:12])[S:3][C:2]=2[NH:1][C:14]1=[O:15])[CH2:17][CH2:18][CH3:19]. The yield is 0.540. (5) The reactants are [Cl:1][C:2]1[N:7]=[CH:6][C:5]([C:8]2[C:9](=[O:19])[NH:10][C:11](=[O:18])[N:12]([CH2:14][CH2:15][CH:16]=O)[CH:13]=2)=[CH:4][CH:3]=1.[F:20][C:21]([F:35])([F:34])[C:22]1[CH:27]=[CH:26][C:25]([C@:28]23[CH2:33][C@H:32]2[CH2:31][NH:30][CH2:29]3)=[CH:24][CH:23]=1.[BH-](OC(C)=O)(OC(C)=O)OC(C)=O.[Na+].[OH-].[Na+]. The catalyst is ClC(Cl)C.CO.[Cl-].[Na+].O.CC(O)=O. The product is [Cl:1][C:2]1[N:7]=[CH:6][C:5]([C:8]2[C:9](=[O:19])[NH:10][C:11](=[O:18])[N:12]([CH2:14][CH2:15][CH2:16][N:30]3[CH2:31][C@H:32]4[C@:28]([C:25]5[CH:24]=[CH:23][C:22]([C:21]([F:20])([F:35])[F:34])=[CH:27][CH:26]=5)([CH2:33]4)[CH2:29]3)[CH:13]=2)=[CH:4][CH:3]=1. The yield is 0.340. (6) The reactants are [CH3:1][C:2]1[N:3]=[C:4]([C:7]2([N:13]([C:17]3[CH:22]=[CH:21][CH:20]=[CH:19][CH:18]=3)[C:14](=[O:16])[CH3:15])[CH2:12][CH2:11][NH:10][CH2:9][CH2:8]2)[S:5][CH:6]=1.[CH2:23](Br)[C:24]([C:26]1[CH:31]=[CH:30][CH:29]=[CH:28][CH:27]=1)=[O:25].C(=O)([O-])[O-].[K+].[K+].C(OCC)(=O)C. The catalyst is CC(C)=O. The product is [CH3:1][C:2]1[N:3]=[C:4]([C:7]2([N:13]([C:17]3[CH:18]=[CH:19][CH:20]=[CH:21][CH:22]=3)[C:14](=[O:16])[CH3:15])[CH2:12][CH2:11][N:10]([CH2:23][C:24](=[O:25])[C:26]3[CH:31]=[CH:30][CH:29]=[CH:28][CH:27]=3)[CH2:9][CH2:8]2)[S:5][CH:6]=1. The yield is 0.290.